This data is from Reaction yield outcomes from USPTO patents with 853,638 reactions. The task is: Predict the reaction yield, written as a fraction of the theoretical maximum amount of product (1.0 means a 100% yield; for example, 0.34 means a 34% yield). The reactants are [CH3:1][CH2:2][C@@H:3]([C@@H:5]1[NH:29][C:27](=[O:28])[C@H:26]([CH2:30][C:31]2[CH:36]=[CH:35][C:34]([OH:37])=[CH:33][CH:32]=2)[NH:25][C:23](=[O:24])[C@@H:22]([NH2:38])[CH2:21][S:20][S:19][CH2:18][C@@H:17]([C:39]([N:41]2[C@H:45]([C:46]([NH:48][C@H:49]([C:54]([NH:56][CH2:57][C:58]([NH2:60])=[O:59])=[O:55])[CH2:50][CH:51]([CH3:53])[CH3:52])=[O:47])[CH2:44][CH2:43][CH2:42]2)=[O:40])[NH:16][C:14](=[O:15])[C@H:13]([CH2:61][C:62]([NH2:64])=[O:63])[NH:12][C:10](=[O:11])[C@H:9]([CH2:65][CH2:66][C:67]([NH2:69])=[O:68])[NH:8][C:6]1=[O:7])[CH3:4].CC(O)=O.C1C=C2C=C(C(O)=O)C(O)=C(CC3C4C(=CC=CC=4)C=C(C(O)=O)C=3O)C2=CC=1.[Na+]. The catalyst is CCOC(C)=O.CO. The product is [CH3:1][CH2:2][C@@H:3]([C@@H:5]1[NH:29][C:27](=[O:28])[C@H:26]([CH2:30][C:31]2[CH:36]=[CH:35][C:34]([OH:37])=[CH:33][CH:32]=2)[NH:25][C:23](=[O:24])[C@@H:22]([NH2:38])[CH2:21][S:20][S:19][CH2:18][C@@H:17]([C:39]([N:41]2[C@H:45]([C:46]([NH:48][C@H:49]([C:54]([NH:56][CH2:57][C:58]([NH2:60])=[O:59])=[O:55])[CH2:50][CH:51]([CH3:53])[CH3:52])=[O:47])[CH2:44][CH2:43][CH2:42]2)=[O:40])[NH:16][C:14](=[O:15])[C@H:13]([CH2:61][C:62]([NH2:64])=[O:63])[NH:12][C:10](=[O:11])[C@H:9]([CH2:65][CH2:66][C:67]([NH2:69])=[O:68])[NH:8][C:6]1=[O:7])[CH3:4]. The yield is 0.790.